From a dataset of Forward reaction prediction with 1.9M reactions from USPTO patents (1976-2016). Predict the product of the given reaction. Given the reactants [C:1]([O:5][C:6](=[O:46])[C:7]([S:10][C:11]1[S:12][CH:13]=[C:14]([CH2:16][CH2:17][N:18]([CH2:39][CH2:40][CH2:41][CH2:42][CH2:43][CH2:44][CH3:45])[C:19]([NH:21]C(OCC2C3C=CC=CC=3C3C2=CC=CC=3)=O)=[S:20])[N:15]=1)([CH3:9])[CH3:8])([CH3:4])([CH3:3])[CH3:2].N1CCCCC1, predict the reaction product. The product is: [C:1]([O:5][C:6](=[O:46])[C:7]([S:10][C:11]1[S:12][CH:13]=[C:14]([CH2:16][CH2:17][N:18]([CH2:39][CH2:40][CH2:41][CH2:42][CH2:43][CH2:44][CH3:45])[C:19]([NH2:21])=[S:20])[N:15]=1)([CH3:9])[CH3:8])([CH3:4])([CH3:3])[CH3:2].